Dataset: Full USPTO retrosynthesis dataset with 1.9M reactions from patents (1976-2016). Task: Predict the reactants needed to synthesize the given product. (1) Given the product [Br:28][C:29]1[CH:30]=[CH:31][C:32]([F:40])=[C:33](/[C:35](=[N:8]/[C:1](=[O:2])[O:3][C:4]([CH3:7])([CH3:6])[CH3:5])/[CH:36]([F:38])[F:37])[CH:34]=1, predict the reactants needed to synthesize it. The reactants are: [C:1]([N:8]=P(C1C=CC=CC=1)(C1C=CC=CC=1)C1C=CC=CC=1)([O:3][C:4]([CH3:7])([CH3:6])[CH3:5])=[O:2].[Br:28][C:29]1[CH:30]=[CH:31][C:32]([F:40])=[C:33]([C:35](=O)[CH:36]([F:38])[F:37])[CH:34]=1. (2) Given the product [CH3:15][S:16]([O:7][CH:2]([CH2:3][CH2:4][CH:5]=[CH2:6])[CH3:1])(=[O:18])=[O:17], predict the reactants needed to synthesize it. The reactants are: [CH3:1][CH:2]([OH:7])[CH2:3][CH2:4][CH:5]=[CH2:6].C(N(CC)CC)C.[CH3:15][S:16](Cl)(=[O:18])=[O:17]. (3) Given the product [CH3:24][C:18]1[CH:19]=[C:20]([CH3:23])[CH:21]=[CH:22][C:17]=1[N:12]([CH2:13][CH:14]([CH3:16])[CH3:15])[S:9]([C:6]1[CH:7]=[CH:8][C:3]([CH2:2][NH:1][CH2:31][CH:28]2[CH2:29][CH2:30][O:25][CH2:26][CH2:27]2)=[CH:4][CH:5]=1)(=[O:11])=[O:10], predict the reactants needed to synthesize it. The reactants are: [NH2:1][CH2:2][C:3]1[CH:8]=[CH:7][C:6]([S:9]([N:12]([C:17]2[CH:22]=[CH:21][C:20]([CH3:23])=[CH:19][C:18]=2[CH3:24])[CH2:13][CH:14]([CH3:16])[CH3:15])(=[O:11])=[O:10])=[CH:5][CH:4]=1.[O:25]1[CH2:30][CH2:29][CH:28]([CH2:31]O)[CH2:27][CH2:26]1.[I-].[K+]. (4) The reactants are: [C:1]1([S:7]([N:10]2[C:18]3[C:13](=[CH:14][C:15](B(O)O)=[CH:16][CH:17]=3)[CH:12]=[CH:11]2)(=[O:9])=[O:8])[CH:6]=[CH:5][CH:4]=[CH:3][CH:2]=1.Cl[C:23]1[N:28]=[C:27]([NH2:29])[N:26]=[C:25]([NH:30][CH3:31])[CH:24]=1. Given the product [C:1]1([S:7]([N:10]2[C:18]3[C:13](=[CH:14][C:15]([C:23]4[N:28]=[C:27]([NH2:29])[N:26]=[C:25]([NH:30][CH3:31])[CH:24]=4)=[CH:16][CH:17]=3)[CH:12]=[CH:11]2)(=[O:9])=[O:8])[CH:6]=[CH:5][CH:4]=[CH:3][CH:2]=1, predict the reactants needed to synthesize it.